Predict the reactants needed to synthesize the given product. From a dataset of Full USPTO retrosynthesis dataset with 1.9M reactions from patents (1976-2016). (1) Given the product [OH:7][CH2:6][CH2:5][O:4][CH2:1][CH:2]1[CH2:11][CH:12]2[CH2:13][CH:3]1[CH:9]=[CH:8]2, predict the reactants needed to synthesize it. The reactants are: [CH2:1]([O:4][CH2:5][CH2:6][OH:7])[CH:2]=[CH2:3].[CH2:8]1[CH:12]2[CH:13]3C=CC([CH:11]2C=[CH:9]1)C3. (2) Given the product [CH3:27][Si:2]([CH3:1])([CH3:28])[CH2:3][CH2:4][O:5][CH2:6][N:7]1[C:11]2[N:12]=[CH:13][N:14]=[C:15]([C:16]3[CH:17]=[N:18][N:19]([CH:21]([CH2:25][CH3:26])[CH2:22][CH2:23][OH:24])[CH:20]=3)[C:10]=2[CH:9]=[CH:8]1, predict the reactants needed to synthesize it. The reactants are: [CH3:1][Si:2]([CH3:28])([CH3:27])[CH2:3][CH2:4][O:5][CH2:6][N:7]1[C:11]2[N:12]=[CH:13][N:14]=[C:15]([C:16]3[CH:17]=[N:18][N:19]([CH:21]([CH2:25][CH3:26])[CH2:22][CH:23]=[O:24])[CH:20]=3)[C:10]=2[CH:9]=[CH:8]1.CO.[BH4-].[Na+]. (3) Given the product [Cl:1][C:2]1[N:10]=[C:9]([Cl:11])[CH:8]=[CH:7][C:3]=1[C:4]([O:6][CH2:17][CH3:18])=[O:5], predict the reactants needed to synthesize it. The reactants are: [Cl:1][C:2]1[N:10]=[C:9]([Cl:11])[CH:8]=[CH:7][C:3]=1[C:4]([OH:6])=[O:5].OS(O)(=O)=O.[CH3:17][CH2:18]O. (4) Given the product [C:1]([O:5][C:6](=[O:16])[NH:7][C:8]1[CH:13]=[C:12]([CH3:14])[CH:11]=[CH:10][C:9]=1[O:15][CH2:40][CH2:39][CH2:38][N:37]([CH3:42])[CH3:36])([CH3:4])([CH3:2])[CH3:3], predict the reactants needed to synthesize it. The reactants are: [C:1]([O:5][C:6](=[O:16])[NH:7][C:8]1[CH:13]=[C:12]([CH3:14])[CH:11]=[CH:10][C:9]=1[OH:15])([CH3:4])([CH3:3])[CH3:2].C1(P(C2C=CC=CC=2)C2C=CC=CC=2)C=CC=CC=1.[CH3:36][N:37]([CH3:42])[CH2:38][CH2:39][CH2:40]O.N(C(OC(C)C)=O)=NC(OC(C)C)=O. (5) Given the product [Cl:14][CH2:2][C:3]1[N:4]=[C:5]2[CH:10]=[CH:9][CH:8]=[CH:7][N:6]2[CH:11]=1, predict the reactants needed to synthesize it. The reactants are: O[CH2:2][C:3]1[N:4]=[C:5]2[CH:10]=[CH:9][CH:8]=[CH:7][N:6]2[CH:11]=1.S(Cl)([Cl:14])=O.